From a dataset of Full USPTO retrosynthesis dataset with 1.9M reactions from patents (1976-2016). Predict the reactants needed to synthesize the given product. Given the product [CH3:1][NH:2][C:3]([C:5]1[C:13]2[CH:12]=[C:11]3[C:14](=[CH2:24])[CH2:15][N:16]([S:33]([CH3:32])(=[O:35])=[O:34])[CH2:17][CH2:18][N:19]([S:20]([CH3:23])(=[O:22])=[O:21])[C:10]3=[N:9][C:8]=2[O:7][C:6]=1[C:25]1[CH:26]=[CH:27][C:28]([F:31])=[CH:29][CH:30]=1)=[O:4], predict the reactants needed to synthesize it. The reactants are: [CH3:1][NH:2][C:3]([C:5]1[C:13]2[CH:12]=[C:11]3[C:14](=[CH2:24])[CH2:15][NH:16][CH2:17][CH2:18][N:19]([S:20]([CH3:23])(=[O:22])=[O:21])[C:10]3=[N:9][C:8]=2[O:7][C:6]=1[C:25]1[CH:30]=[CH:29][C:28]([F:31])=[CH:27][CH:26]=1)=[O:4].[CH3:32][S:33](Cl)(=[O:35])=[O:34].C(N(CC)CC)C.